Predict the product of the given reaction. From a dataset of Forward reaction prediction with 1.9M reactions from USPTO patents (1976-2016). Given the reactants [C:1]([O:4][CH2:5][C:6]1[CH:11]=[C:10](OS(C(F)(F)F)(=O)=O)[C:9]([O:20][CH2:21][CH2:22][NH:23][C:24]([O:26][C:27]([CH3:30])([CH3:29])[CH3:28])=[O:25])=[CH:8][N:7]=1)(=[O:3])[CH3:2].C(=O)([O-])[O-].[Cs+].[Cs+], predict the reaction product. The product is: [C:1]([O:4][CH2:5][C:6]1[N:7]=[CH:8][C:9]2[O:20][CH2:21][CH2:22][N:23]([C:24]([O:26][C:27]([CH3:30])([CH3:29])[CH3:28])=[O:25])[C:10]=2[CH:11]=1)(=[O:3])[CH3:2].